From a dataset of Catalyst prediction with 721,799 reactions and 888 catalyst types from USPTO. Predict which catalyst facilitates the given reaction. Reactant: Br[C:2]1[CH:7]=[CH:6][C:5](CC)=[CH:4][CH:3]=1.CCCCC.C([Li])(C)(C)C.C([C:22]1[CH:31]=[CH:30][C:25]([C:26]([O:28]C)=O)=[CH:24][C:23]=1O)=O.[Cl-].[NH4+]. Product: [C:2]1([CH:26]([C:25]2[CH:24]=[CH:23][CH:22]=[CH:31][CH:30]=2)[OH:28])[CH:7]=[CH:6][CH:5]=[CH:4][CH:3]=1. The catalyst class is: 30.